This data is from Peptide-MHC class I binding affinity with 185,985 pairs from IEDB/IMGT. The task is: Regression. Given a peptide amino acid sequence and an MHC pseudo amino acid sequence, predict their binding affinity value. This is MHC class I binding data. (1) The binding affinity (normalized) is 0.0847. The peptide sequence is RSFPEWDYI. The MHC is HLA-E01:01 with pseudo-sequence HLA-E01:03. (2) The peptide sequence is YTNSVTNIEL. The MHC is HLA-A68:02 with pseudo-sequence HLA-A68:02. The binding affinity (normalized) is 0.724.